Dataset: Forward reaction prediction with 1.9M reactions from USPTO patents (1976-2016). Task: Predict the product of the given reaction. (1) Given the reactants [CH3:1][O:2][C:3]([C:5]1[S:9][C:8]2[CH:10]=[C:11]([O:14]C)[CH:12]=[CH:13][C:7]=2[CH:6]=1)=[O:4].B(Br)(Br)Br, predict the reaction product. The product is: [CH3:1][O:2][C:3]([C:5]1[S:9][C:8]2[CH:10]=[C:11]([OH:14])[CH:12]=[CH:13][C:7]=2[CH:6]=1)=[O:4]. (2) Given the reactants Br[C:2]1[C:6]2[CH:7]=[N:8][C:9]([C:11]([O:13][CH2:14][CH3:15])=[O:12])=[CH:10][C:5]=2[N:4]([CH2:16][CH2:17][CH2:18][O:19][CH3:20])[CH:3]=1.C(=O)([O-])[O-].[Cs+].[Cs+].[CH:27]1(P(C2CCCCC2)C2C=CC=CC=2C2C(C(C)C)=CC(C(C)C)=CC=2C(C)C)CCCC[CH2:28]1.O, predict the reaction product. The product is: [CH3:20][O:19][CH2:18][CH2:17][CH2:16][N:4]1[C:5]2[CH:10]=[C:9]([C:11]([O:13][CH2:14][CH3:15])=[O:12])[N:8]=[CH:7][C:6]=2[C:2]([CH:27]=[CH2:28])=[CH:3]1. (3) Given the reactants [CH3:1][O:2][CH2:3][C@H:4]([CH3:31])[O:5][C:6]1[CH:7]=[C:8]([C:23]2[NH:27][C:26]([C:28]([OH:30])=O)=[CH:25][CH:24]=2)[CH:9]=[C:10]([O:12][C:13]2[CH:14]=[N:15][C:16]([S:19]([CH3:22])(=[O:21])=[O:20])=[CH:17][CH:18]=2)[CH:11]=1.[NH2:32][C@@H:33]([CH2:35][OH:36])[CH3:34].C1C=CC2N(O)N=NC=2C=1.O.CN1CCOCC1.CCN=C=NCCCN(C)C.Cl, predict the reaction product. The product is: [OH:36][CH2:35][C@H:33]([NH:32][C:28]([C:26]1[NH:27][C:23]([C:8]2[CH:9]=[C:10]([O:12][C:13]3[CH:14]=[N:15][C:16]([S:19]([CH3:22])(=[O:21])=[O:20])=[CH:17][CH:18]=3)[CH:11]=[C:6]([O:5][C@@H:4]([CH3:31])[CH2:3][O:2][CH3:1])[CH:7]=2)=[CH:24][CH:25]=1)=[O:30])[CH3:34]. (4) Given the reactants [O:1]1[C:6]2[CH:7]=[CH:8][C:9]([C:11]3[C:16](F)=[CH:15][CH:14]=[C:13]([C:18]([F:21])([F:20])[F:19])[C:12]=3[C:22](=[O:27])[C:23]([O:25][CH3:26])=[O:24])=[CH:10][C:5]=2[CH2:4][CH2:3][CH2:2]1.[Cl:28][C:29]1[CH:30]=[N:31][NH:32][CH:33]=1.[H-].[Na+].S(OC)(OC)(=O)=O, predict the reaction product. The product is: [Cl:28][C:29]1[CH:30]=[N:31][N:32]([C:16]2[C:11]([C:9]3[CH:8]=[CH:7][C:6]4[O:1][CH2:2][CH2:3][CH2:4][C:5]=4[CH:10]=3)=[C:12]([C:22](=[O:27])[C:23]([O:25][CH3:26])=[O:24])[C:13]([C:18]([F:19])([F:21])[F:20])=[CH:14][CH:15]=2)[CH:33]=1. (5) Given the reactants C([Li])CCC.I[C:7]1[CH:12]=[C:11]([O:13][CH3:14])[C:10]([O:15][CH:16]([CH3:18])[CH3:17])=[C:9]([O:19][CH3:20])[CH:8]=1.[B:21](OC(C)C)([O:26]C(C)C)[O:22]C(C)C.O.Cl, predict the reaction product. The product is: [CH:16]([O:15][C:10]1[C:11]([O:13][CH3:14])=[CH:12][C:7]([B:21]([OH:26])[OH:22])=[CH:8][C:9]=1[O:19][CH3:20])([CH3:18])[CH3:17]. (6) Given the reactants [CH3:1][C:2]1[CH:3]=[N:4][C:5]2[C:6](=O)[NH:7][CH:8]=[CH:9][C:10]=2[C:11]=1[C:12]1[CH:13]=[C:14]2[C:19](=[CH:20][CH:21]=1)[N:18]=[C:17]([NH:22][CH3:23])[N:16]=[CH:15]2.P(Cl)(Cl)([Cl:27])=O, predict the reaction product. The product is: [Cl:27][C:6]1[N:7]=[CH:8][CH:9]=[C:10]2[C:5]=1[N:4]=[CH:3][C:2]([CH3:1])=[C:11]2[C:12]1[CH:13]=[C:14]2[C:19](=[CH:20][CH:21]=1)[N:18]=[C:17]([NH:22][CH3:23])[N:16]=[CH:15]2. (7) Given the reactants [CH2:1]([O:3][C:4]([CH3:10])([CH3:9])[C:5]([O:7]C)=[O:6])[CH3:2].[OH-].[K+], predict the reaction product. The product is: [CH2:1]([O:3][C:4]([CH3:10])([CH3:9])[C:5]([OH:7])=[O:6])[CH3:2].